This data is from Full USPTO retrosynthesis dataset with 1.9M reactions from patents (1976-2016). The task is: Predict the reactants needed to synthesize the given product. (1) Given the product [CH2:1]([C:3]1[CH:4]=[C:5]([CH2:9][CH2:10][C:11]([NH2:13])=[O:12])[CH:6]=[CH:7][CH:8]=1)[CH3:2], predict the reactants needed to synthesize it. The reactants are: [CH2:1]([C:3]1[CH:4]=[C:5](/[CH:9]=[CH:10]/[C:11]([NH2:13])=[O:12])[CH:6]=[CH:7][CH:8]=1)[CH3:2]. (2) Given the product [CH2:13]([N:15]([CH2:16][C:17]1[O:21][N:20]=[C:19]([C:22]2[CH:23]=[CH:24][C:25]([CH3:28])=[CH:26][CH:27]=2)[N:18]=1)[C:9](=[O:10])[CH2:8][O:7][C:4]1[CH:5]=[CH:6][C:1]([CH3:12])=[CH:2][CH:3]=1)[CH3:14], predict the reactants needed to synthesize it. The reactants are: [C:1]1([CH3:12])[CH:6]=[CH:5][C:4]([O:7][CH2:8][C:9](Cl)=[O:10])=[CH:3][CH:2]=1.[CH2:13]([NH:15][CH2:16][C:17]1[O:21][N:20]=[C:19]([C:22]2[CH:27]=[CH:26][C:25]([CH3:28])=[CH:24][CH:23]=2)[N:18]=1)[CH3:14].C(N(CC)CC)C. (3) Given the product [CH3:1][O:2][C:3]1[CH:4]=[C:5]([N:12]2[CH2:13][CH2:14][N:15]([CH3:18])[CH2:16][CH2:17]2)[CH:6]=[CH:7][C:8]=1[NH2:9], predict the reactants needed to synthesize it. The reactants are: [CH3:1][O:2][C:3]1[CH:4]=[C:5]([N:12]2[CH2:17][CH2:16][N:15]([CH3:18])[CH2:14][CH2:13]2)[CH:6]=[CH:7][C:8]=1[N+:9]([O-])=O. (4) Given the product [C@@H:11]1([N:34]2[C:43]3[C:42](=[O:44])[CH2:41][NH:40][C:39](=[O:45])[NH:38][C:37]=3[N:36]=[CH:35]2)[O:12][C@H:13]([CH2:24][OH:25])[C@@H:14]([OH:15])[C@H:10]1[OH:9], predict the reactants needed to synthesize it. The reactants are: C([O:9][C@@H:10]1[C@H:14]([O:15]C(=O)C2C=CC=CC=2)[C@@H:13]([CH2:24][O:25]C(=O)C2C=CC=CC=2)[O:12][C@H:11]1[N:34]1[C:43]2[C:42](=[O:44])[CH2:41][NH:40][C:39](=[O:45])[NH:38][C:37]=2[N:36]=[CH:35]1)(=O)C1C=CC=CC=1.C[O-].[Na+].C(O)(=O)C. (5) Given the product [N:30]1[CH:35]=[CH:34][CH:33]=[C:32]([C:36]([C:38]2[N:39]=[CH:40][N:41]3[CH:45]=[C:44]([Sn:5]([CH2:10][CH2:11][CH2:12][CH3:13])([CH2:6][CH2:7][CH2:8][CH3:9])[CH2:1][CH2:2][CH2:3][CH3:4])[S:43][C:42]=23)=[O:37])[CH:31]=1, predict the reactants needed to synthesize it. The reactants are: [CH2:1]([Sn:5](Cl)([CH2:10][CH2:11][CH2:12][CH3:13])[CH2:6][CH2:7][CH2:8][CH3:9])[CH2:2][CH2:3][CH3:4].C[Si]([N-][Si](C)(C)C)(C)C.[Li+].C1COCC1.[N:30]1[CH:35]=[CH:34][CH:33]=[C:32]([C:36]([C:38]2[N:39]=[CH:40][N:41]3[CH:45]=[CH:44][S:43][C:42]=23)=[O:37])[CH:31]=1.[Cl-].[NH4+]. (6) Given the product [Br:6][C:7]1[CH:8]=[CH:9][C:10]([CH2:13][C@H:14]([O:19][CH2:2][CH:3]2[CH2:5][CH2:4]2)[C:15]([O:17][CH3:18])=[O:16])=[CH:11][CH:12]=1, predict the reactants needed to synthesize it. The reactants are: Br[CH2:2][CH:3]1[CH2:5][CH2:4]1.[Br:6][C:7]1[CH:12]=[CH:11][C:10]([CH2:13][C@H:14]([OH:19])[C:15]([O:17][CH3:18])=[O:16])=[CH:9][CH:8]=1. (7) Given the product [Cl:1][C:2]1[CH:3]=[C:4]2[C:8](=[CH:9][CH:10]=1)[NH:7][CH:6]=[C:5]2[CH2:11][N:12]1[C:20]([C:21]2[N:25]([CH3:26])[CH:24]=[C:23]([C:27]([NH:40][CH3:39])=[O:28])[CH:22]=2)=[C:19]2[C:14]([N:15]([CH2:33][CH:34]3[CH2:36][CH2:35]3)[C:16](=[O:32])[N:17]([CH3:31])[C:18]2=[O:30])=[N:13]1, predict the reactants needed to synthesize it. The reactants are: [Cl:1][C:2]1[CH:3]=[C:4]2[C:8](=[CH:9][CH:10]=1)[NH:7][CH:6]=[C:5]2[CH2:11][N:12]1[C:20]([C:21]2[N:25]([CH3:26])[CH:24]=[C:23]([C:27](O)=[O:28])[CH:22]=2)=[C:19]2[C:14]([N:15]([CH2:33][CH:34]3[CH2:36][CH2:35]3)[C:16](=[O:32])[N:17]([CH3:31])[C:18]2=[O:30])=[N:13]1.CN.[C:39](P(=O)(OCC)OCC)#[N:40].